From a dataset of Catalyst prediction with 721,799 reactions and 888 catalyst types from USPTO. Predict which catalyst facilitates the given reaction. (1) Reactant: [CH:1]1[C:13]2[NH:12][C:11]3[C:6](=[CH:7][CH:8]=[CH:9][CH:10]=3)[C:5]=2[CH:4]=[C:3]([C:14]([OH:16])=O)[CH:2]=1.[NH:17]1[CH2:22][CH2:21][CH2:20][CH2:19][CH2:18]1.CCN([CH:29]([CH3:31])[CH3:30])C(C)C.[CH2:32](Cl)[CH2:33]Cl. Product: [CH2:32]([N:12]1[C:13]2[CH:1]=[CH:2][C:3]([C:14]([N:17]3[CH2:22][CH2:21][CH2:20][CH2:19][CH2:18]3)=[O:16])=[CH:4][C:5]=2[C:6]2[C:11]1=[CH:10][CH:9]=[CH:8][CH:7]=2)[CH2:33][CH2:31][CH2:29][CH3:30]. The catalyst class is: 79. (2) Reactant: [CH:1]([C:4]1[CH:9]=[CH:8][N:7]=[C:6]([C:10]2[C:18]3[C:13](=[CH:14][CH:15]=[C:16]([C:19]4[O:23][C:22](=O)[NH:21][N:20]=4)[CH:17]=3)[NH:12][CH:11]=2)[N:5]=1)([CH3:3])[CH3:2].Cl.[NH2:26][CH2:27][C:28]#[N:29].C(N(C(C)C)CC)(C)C.F[P-](F)(F)(F)(F)F.N1(O[P+](N(C)C)(N(C)C)N(C)C)C2C=CC=CC=2N=N1. Product: [CH:1]([C:4]1[CH:9]=[CH:8][N:7]=[C:6]([C:10]2[C:18]3[C:13](=[CH:14][CH:15]=[C:16]([C:19]4[O:23][C:22]([NH:29][CH2:28][C:27]#[N:26])=[N:21][N:20]=4)[CH:17]=3)[NH:12][CH:11]=2)[N:5]=1)([CH3:2])[CH3:3]. The catalyst class is: 18. (3) Reactant: Cl.[F:2][C@@:3]12[C@:16]3([CH3:17])[C:11](=[CH:12][C:13](=[O:18])[CH:14]=[CH:15]3)[C@@H:10]([F:19])[CH2:9][C@H:8]1[C@@H:7]1[CH2:20][C@@H:21]3[C@:25]([C:26](=[O:30])[CH2:27][S:28][CH3:29])([C@@:6]1([CH3:31])[CH2:5][C@@H:4]2[OH:32])[CH2:24][NH:23][CH2:22]3.[Cl:33][C:34]1[CH:35]=[C:36]([CH:39]=[CH:40][CH:41]=1)[CH2:37]Br. Product: [Cl:33][C:34]1[CH:35]=[C:36]([CH:39]=[CH:40][CH:41]=1)[CH2:37][N:23]1[CH2:24][C@:25]2([C:26](=[O:30])[CH2:27][S:28][CH3:29])[C@@H:21]([CH2:20][C@H:7]3[C@H:8]4[C@@:3]([F:2])([C@:16]5([CH3:17])[C:11]([C@@H:10]([F:19])[CH2:9]4)=[CH:12][C:13](=[O:18])[CH:14]=[CH:15]5)[C@@H:4]([OH:32])[CH2:5][C@@:6]32[CH3:31])[CH2:22]1. The catalyst class is: 2. (4) The catalyst class is: 6. Product: [BrH:25].[S:15]1[C:16]2[CH2:17][NH:10][CH2:11][C:12]=2[N:13]=[CH:14]1. Reactant: C1(S([N:10]2[CH2:17][C:16]3[S:15][CH:14]=[N:13][C:12]=3[CH2:11]2)(=O)=O)C=CC=CC=1.C1(O)C=CC=CC=1.[BrH:25].C(OCC)(=O)C. (5) Reactant: [CH3:1][CH:2]([C:5]#[N:6])[C:3]#[N:4].Br[CH2:8][C:9]([O:11][CH2:12][CH3:13])=[O:10].C(=O)([O-])[O-].[K+].[K+].Cl. Product: [CH2:12]([O:11][C:9]([CH2:8][C:2]([CH3:1])([C:5]#[N:6])[C:3]#[N:4])=[O:10])[CH3:13]. The catalyst class is: 16.